This data is from Peptide-MHC class II binding affinity with 134,281 pairs from IEDB. The task is: Regression. Given a peptide amino acid sequence and an MHC pseudo amino acid sequence, predict their binding affinity value. This is MHC class II binding data. (1) The peptide sequence is LVTVNPIASTNDDEV. The MHC is DRB1_1101 with pseudo-sequence DRB1_1101. The binding affinity (normalized) is 0.195. (2) The peptide sequence is FDISKISGEWYSIFL. The MHC is DRB4_0101 with pseudo-sequence DRB4_0103. The binding affinity (normalized) is 0.176. (3) The peptide sequence is PENAKEKPQEGTVVA. The MHC is DRB4_0101 with pseudo-sequence DRB4_0103. The binding affinity (normalized) is 0.